This data is from Reaction yield outcomes from USPTO patents with 853,638 reactions. The task is: Predict the reaction yield, written as a fraction of the theoretical maximum amount of product (1.0 means a 100% yield; for example, 0.34 means a 34% yield). (1) The reactants are [Cl:1][C:2]1[N:7]=[C:6]([C:8](OCC)=[O:9])[C:5]([NH:13][CH:14]2[CH2:16][CH2:15]2)=[CH:4][N:3]=1.[NH3:17]. No catalyst specified. The product is [Cl:1][C:2]1[N:7]=[C:6]([C:8]([NH2:17])=[O:9])[C:5]([NH:13][CH:14]2[CH2:16][CH2:15]2)=[CH:4][N:3]=1. The yield is 0.700. (2) The reactants are Br[C:2]1[CH:11]=[C:10]2[C:5]([N:6]=[CH:7][C:8]([O:12][CH3:13])=[N:9]2)=[CH:4][CH:3]=1.[SiH](CC)(CC)CC.CN([CH:24]=[O:25])C. No catalyst specified. The product is [CH3:13][O:12][C:8]1[CH:7]=[N:6][C:5]2[C:10]([N:9]=1)=[CH:11][C:2]([CH:24]=[O:25])=[CH:3][CH:4]=2. The yield is 0.405. (3) The yield is 0.165. The product is [CH2:20]1[C:21]2[C:26](=[CH:25][CH:24]=[CH:23][CH:22]=2)[CH2:27][CH2:28][N:19]1[CH2:18][CH:17]([OH:29])[CH2:16][NH:15][C:10](=[O:12])[CH2:9][O:8][CH2:7][C:3]1[CH:2]=[N:1][CH:6]=[CH:5][CH:4]=1. The reactants are [N:1]1[CH:6]=[CH:5][CH:4]=[C:3]([CH2:7][O:8][CH2:9][C:10]([O:12]CC)=O)[CH:2]=1.[NH2:15][CH2:16][CH:17]([OH:29])[CH2:18][N:19]1[CH2:28][CH2:27][C:26]2[C:21](=[CH:22][CH:23]=[CH:24][CH:25]=2)[CH2:20]1. The catalyst is CCO. (4) The reactants are [C:1]([S:20][CH2:21][CH2:22][CH2:23][CH2:24]CCC1C=CC=C2C(NC(=O)C=12)=O)([C:14]1[CH:19]=[CH:18][CH:17]=[CH:16][CH:15]=1)([C:8]1[CH:13]=[CH:12][CH:11]=[CH:10][CH:9]=1)[C:2]1[CH:7]=[CH:6][CH:5]=[CH:4][CH:3]=1.O.[NH2:39]N.[CH2:41](O)[CH3:42]. No catalyst specified. The product is [C:1]([S:20][CH2:21][CH2:22][CH2:23][CH2:24][CH2:41][CH2:42][NH2:39])([C:8]1[CH:9]=[CH:10][CH:11]=[CH:12][CH:13]=1)([C:14]1[CH:19]=[CH:18][CH:17]=[CH:16][CH:15]=1)[C:2]1[CH:7]=[CH:6][CH:5]=[CH:4][CH:3]=1. The yield is 0.950. (5) The reactants are Cl[C:2]1[CH:11]=[CH:10][C:5]([C:6]([O:8][CH3:9])=[O:7])=[CH:4][C:3]=1[S:12]([CH3:15])(=[O:14])=[O:13].[C:16]1([CH3:25])[CH:21]=[CH:20][CH:19]=[CH:18][C:17]=1B(O)O.C1(P(C2CCCCC2)C2C=CC=CC=2C2C(OC)=CC=CC=2OC)CCCCC1.[F-].[K+]. The catalyst is C([O-])(=O)C.[Pd+2].C([O-])(=O)C.O.CO.C1(C)C=CC=CC=1. The product is [CH3:25][C:16]1[CH:21]=[CH:20][CH:19]=[CH:18][C:17]=1[C:2]1[CH:11]=[CH:10][C:5]([C:6]([O:8][CH3:9])=[O:7])=[CH:4][C:3]=1[S:12]([CH3:15])(=[O:14])=[O:13]. The yield is 0.880. (6) The reactants are [Br:1][C:2]1[CH:3]=[C:4]([N+:12]([O-:14])=[O:13])[C:5]([CH3:11])=[C:6]([CH:10]=1)[C:7](O)=O.C(=O)([O-])[O-].[Na+].[Na+].CI. The catalyst is CN(C=O)C. The product is [CH3:7][C:6]1[CH:10]=[C:2]([Br:1])[CH:3]=[C:4]([N+:12]([O-:14])=[O:13])[C:5]=1[CH3:11]. The yield is 0.990. (7) The reactants are FC(F)(F)S(O[C:7]1[CH:12]=[CH:11][C:10]([N:13]2[CH:18]=[C:17]([O:19][CH3:20])[C:16](=[O:21])[C:15]([C:22]3[N:26]([C:27]4[CH:32]=[CH:31][CH:30]=[CH:29][CH:28]=4)[N:25]=[CH:24][CH:23]=3)=[N:14]2)=[C:9]([F:33])[CH:8]=1)(=O)=O.[F:36][CH:37]([F:52])[N:38]1[CH:42]=[C:41](B2OC(C)(C)C(C)(C)O2)[CH:40]=[N:39]1.C([O-])([O-])=O.[Na+].[Na+].COCCOC. The catalyst is C1C=CC([P]([Pd]([P](C2C=CC=CC=2)(C2C=CC=CC=2)C2C=CC=CC=2)([P](C2C=CC=CC=2)(C2C=CC=CC=2)C2C=CC=CC=2)[P](C2C=CC=CC=2)(C2C=CC=CC=2)C2C=CC=CC=2)(C2C=CC=CC=2)C2C=CC=CC=2)=CC=1.O. The product is [F:36][CH:37]([F:52])[N:38]1[CH:42]=[C:41]([C:7]2[CH:12]=[CH:11][C:10]([N:13]3[CH:18]=[C:17]([O:19][CH3:20])[C:16](=[O:21])[C:15]([C:22]4[N:26]([C:27]5[CH:28]=[CH:29][CH:30]=[CH:31][CH:32]=5)[N:25]=[CH:24][CH:23]=4)=[N:14]3)=[C:9]([F:33])[CH:8]=2)[CH:40]=[N:39]1. The yield is 0.850. (8) The reactants are [CH2:1]([N:8]([C:10]([NH:12][C:13]1[CH:14]=[N:15][N:16]([CH2:18][C:19]2[C:20]([CH3:25])=[N:21][O:22][C:23]=2[CH3:24])[CH:17]=1)=[O:11])[NH2:9])[C:2]1[CH:7]=[CH:6][CH:5]=[CH:4][CH:3]=1.Cl[C:27](OCC)=[O:28].C(N(CC)CC)C.[OH-].[Na+]. The catalyst is C(#N)C. The product is [CH2:1]([N:8]1[C:10](=[O:11])[N:12]([C:13]2[CH:14]=[N:15][N:16]([CH2:18][C:19]3[C:20]([CH3:25])=[N:21][O:22][C:23]=3[CH3:24])[CH:17]=2)[C:27](=[O:28])[NH:9]1)[C:2]1[CH:7]=[CH:6][CH:5]=[CH:4][CH:3]=1. The yield is 0.600. (9) The reactants are [C:1](Cl)(Cl)=[O:2].[C:5]([C:9]1[CH:10]=[C:11]([NH2:30])[N:12]([C:14]2[CH:19]=[CH:18][CH:17]=[C:16]([O:20][CH2:21][CH2:22][O:23][CH:24]3[CH2:29][CH2:28][CH2:27][CH2:26][O:25]3)[CH:15]=2)[N:13]=1)([CH3:8])([CH3:7])[CH3:6].C([O-])(O)=O.[Na+].[CH3:36][O:37][C:38](=[O:66])[C:39]1[CH:44]=[CH:43][C:42]([CH3:45])=[C:41]([N:46]2[C:51]([CH3:52])=[CH:50][C:49]([O:53][CH2:54][C:55]3[CH:60]=[CH:59][C:58]([F:61])=[CH:57][C:56]=3[CH2:62][NH2:63])=[C:48]([Cl:64])[C:47]2=[O:65])[CH:40]=1. The catalyst is C1COCC1.ClCCl. The product is [CH3:36][O:37][C:38](=[O:66])[C:39]1[CH:44]=[CH:43][C:42]([CH3:45])=[C:41]([N:46]2[C:51]([CH3:52])=[CH:50][C:49]([O:53][CH2:54][C:55]3[CH:60]=[CH:59][C:58]([F:61])=[CH:57][C:56]=3[CH2:62][NH:63][C:1]([NH:30][C:11]3[N:12]([C:14]4[CH:19]=[CH:18][CH:17]=[C:16]([O:20][CH2:21][CH2:22][O:23][CH:24]5[CH2:29][CH2:28][CH2:27][CH2:26][O:25]5)[CH:15]=4)[N:13]=[C:9]([C:5]([CH3:8])([CH3:6])[CH3:7])[CH:10]=3)=[O:2])=[C:48]([Cl:64])[C:47]2=[O:65])[CH:40]=1. The yield is 0.811. (10) The product is [CH3:1][C@H:2]1[NH:3][CH2:4][CH2:5][N:6]([C:13]([O:12][C:9]([CH3:11])([CH3:10])[CH3:8])=[O:14])[CH2:7]1. The reactants are [CH3:1][C@@H:2]1[CH2:7][NH:6][CH2:5][CH2:4][NH:3]1.[CH3:8][C:9]([O:12][C:13](O[C:13]([O:12][C:9]([CH3:11])([CH3:10])[CH3:8])=[O:14])=[O:14])([CH3:11])[CH3:10]. The yield is 0.500. The catalyst is C(Cl)Cl.